The task is: Predict the product of the given reaction.. This data is from Forward reaction prediction with 1.9M reactions from USPTO patents (1976-2016). (1) Given the reactants [CH2:1]([O:8][C:9]([N:11]1[CH2:15][CH:14]([OH:16])[C:13]([CH3:22])([C:17]([O:19][CH2:20][CH3:21])=[O:18])[CH2:12]1)=[O:10])[C:2]1[CH:7]=[CH:6][CH:5]=[CH:4][CH:3]=1.[CH3:23]I.[H-].[Na+], predict the reaction product. The product is: [CH2:1]([O:8][C:9]([N:11]1[CH2:15][CH:14]([O:16][CH3:23])[C:13]([CH3:22])([C:17]([O:19][CH2:20][CH3:21])=[O:18])[CH2:12]1)=[O:10])[C:2]1[CH:3]=[CH:4][CH:5]=[CH:6][CH:7]=1. (2) Given the reactants C(OC([N:11]1[CH2:15][C@H:14]([CH:16]2[CH2:18][CH2:17]2)[C@H:13]([NH:19][C:20]([O:22][C:23]([CH3:26])([CH3:25])[CH3:24])=[O:21])[CH2:12]1)=O)C1C=CC=CC=1.[H][H], predict the reaction product. The product is: [C:23]([O:22][C:20]([NH:19][C@H:13]1[C@@H:14]([CH:16]2[CH2:17][CH2:18]2)[CH2:15][NH:11][CH2:12]1)=[O:21])([CH3:26])([CH3:24])[CH3:25]. (3) Given the reactants [N:1]1([C:7]([C@@H:9]([N:13]2[CH2:17][CH2:16][C@H:15]([NH:18][C:19](=[O:25])[O:20][C:21]([CH3:24])([CH3:23])[CH3:22])[C:14]2=[O:26])[CH2:10][CH:11]=O)=[O:8])[CH2:6][CH2:5][O:4][CH2:3][CH2:2]1.[NH:27]1[CH2:32][CH2:31][O:30][CH2:29][CH2:28]1, predict the reaction product. The product is: [N:27]1([CH2:11][CH2:10][C@H:9]([N:13]2[CH2:17][CH2:16][C@H:15]([NH:18][C:19](=[O:25])[O:20][C:21]([CH3:23])([CH3:22])[CH3:24])[C:14]2=[O:26])[C:7]([N:1]2[CH2:2][CH2:3][O:4][CH2:5][CH2:6]2)=[O:8])[CH2:32][CH2:31][O:30][CH2:29][CH2:28]1. (4) Given the reactants [CH2:1]([N:7]([CH3:27])[C:8]([CH:10]1[CH2:14][CH:13]([OH:15])[CH2:12][CH:11]1[C:16]([NH:18][C:19]1([C:24](O)=[O:25])[CH2:21][CH:20]1[CH:22]=[CH2:23])=[O:17])=[O:9])[CH2:2][CH2:3][CH2:4][CH:5]=[CH2:6].CCN=C=NCCCN(C)C.[CH:39]1([S:42]([NH2:45])(=[O:44])=[O:43])[CH2:41][CH2:40]1.C1CCN2C(=NCCC2)CC1, predict the reaction product. The product is: [CH:39]1([S:42]([NH:45][C:24]([C:19]2([NH:18][C:16]([CH:11]3[CH2:12][CH:13]([OH:15])[CH2:14][CH:10]3[C:8]([N:7]([CH2:1][CH2:2][CH2:3][CH2:4][CH:5]=[CH2:6])[CH3:27])=[O:9])=[O:17])[CH2:21][CH:20]2[CH:22]=[CH2:23])=[O:25])(=[O:44])=[O:43])[CH2:41][CH2:40]1. (5) Given the reactants [CH:1]1[C:10]2[C:5](=[CH:6][CH:7]=[CH:8][CH:9]=2)[CH:4]=[CH:3][C:2]=1[CH2:11][O:12][CH:13]1[CH:18]([C:19]2[CH:24]=[CH:23][C:22]([CH2:25][C:26](=[O:37])[NH:27][CH2:28][C:29](=[O:36])[C:30]3[CH:35]=[CH:34][CH:33]=[CH:32][CH:31]=3)=[CH:21][CH:20]=2)[CH2:17][CH2:16][N:15](C(OC(C)(C)C)=O)[CH2:14]1.[F:45][C:46]([F:51])([F:50])[C:47]([OH:49])=[O:48], predict the reaction product. The product is: [F:45][C:46]([F:51])([F:50])[C:47]([OH:49])=[O:48].[CH:1]1[C:10]2[C:5](=[CH:6][CH:7]=[CH:8][CH:9]=2)[CH:4]=[CH:3][C:2]=1[CH2:11][O:12][CH:13]1[CH:18]([C:19]2[CH:24]=[CH:23][C:22]([CH2:25][C:26]([NH:27][CH2:28][C:29](=[O:36])[C:30]3[CH:35]=[CH:34][CH:33]=[CH:32][CH:31]=3)=[O:37])=[CH:21][CH:20]=2)[CH2:17][CH2:16][NH:15][CH2:14]1. (6) Given the reactants [F:1][C:2]1[C:7]([F:8])=[CH:6][CH:5]=[CH:4][C:3]=1[CH2:9][CH2:10][C:11](O)=O.C(Cl)(=O)C(Cl)=O.[CH2:20]([O:22][C:23](=[O:35])[CH2:24][NH:25][C:26]1[CH:31]=[CH:30][CH:29]=[CH:28][C:27]=1[C:32](=[O:34])[NH2:33])[CH3:21].N1C=CC=CC=1, predict the reaction product. The product is: [F:1][C:2]1[C:7]([F:8])=[CH:6][CH:5]=[CH:4][C:3]=1[CH2:9][CH2:10][C:11]1[N:25]([CH2:24][C:23]([O:22][CH2:20][CH3:21])=[O:35])[C:26]2[C:27]([C:32](=[O:34])[N:33]=1)=[CH:28][CH:29]=[CH:30][CH:31]=2.